From a dataset of Catalyst prediction with 721,799 reactions and 888 catalyst types from USPTO. Predict which catalyst facilitates the given reaction. Reactant: [H-].[Al+3].[Li+].[H-].[H-].[H-].[F:7][C:8]1[CH:20]=[CH:19][C:11]([CH2:12][CH2:13][O:14][CH2:15][C:16](O)=[O:17])=[CH:10][CH:9]=1. Product: [F:7][C:8]1[CH:9]=[CH:10][C:11]([CH2:12][CH2:13][O:14][CH2:15][CH2:16][OH:17])=[CH:19][CH:20]=1. The catalyst class is: 1.